Dataset: Full USPTO retrosynthesis dataset with 1.9M reactions from patents (1976-2016). Task: Predict the reactants needed to synthesize the given product. (1) Given the product [F:1][C:2]([F:14])([C:8]1[CH:9]=[CH:10][CH:11]=[CH:12][CH:13]=1)[CH2:3][OH:4], predict the reactants needed to synthesize it. The reactants are: [F:1][C:2]([F:14])([C:8]1[CH:13]=[CH:12][CH:11]=[CH:10][CH:9]=1)[C:3](OCC)=[O:4].FC(F)(CCC1C=CC=CC=1)CO. (2) Given the product [OH:43][C:41]([CH3:44])([CH3:42])[CH2:40][N:37]1[CH:38]=[CH:39][C:35]([NH:34][C:30]([CH:9]2[CH:8]([C:4]3[CH:5]=[CH:6][CH:7]=[C:2]([Cl:1])[C:3]=3[F:33])[C:12]([C:15]3[CH:20]=[CH:19][C:18]([Cl:21])=[CH:17][C:16]=3[F:22])([C:13]#[N:14])[CH:11]([CH2:23][C:24]([CH3:29])([CH3:28])[CH2:25][CH2:26][OH:27])[NH:10]2)=[O:32])=[N:36]1, predict the reactants needed to synthesize it. The reactants are: [Cl:1][C:2]1[C:3]([F:33])=[C:4]([CH:8]2[C:12]([C:15]3[CH:20]=[CH:19][C:18]([Cl:21])=[CH:17][C:16]=3[F:22])([C:13]#[N:14])[CH:11]([CH2:23][C:24]([CH3:29])([CH3:28])[CH2:25][CH2:26][OH:27])[NH:10][CH:9]2[C:30]([OH:32])=O)[CH:5]=[CH:6][CH:7]=1.[NH2:34][C:35]1[CH:39]=[CH:38][N:37]([CH2:40][C:41]([CH3:44])([OH:43])[CH3:42])[N:36]=1.CN(C(ON1N=NC2C=CC=NC1=2)=[N+](C)C)C.F[P-](F)(F)(F)(F)F.CCN(C(C)C)C(C)C. (3) The reactants are: C(OC(=O)[NH:7][C@H:8]([CH:13]([OH:26])[C:14]1([C:20]2[CH:25]=[CH:24][CH:23]=[CH:22][CH:21]=2)[S:19][CH2:18][CH2:17][CH2:16][S:15]1)[CH2:9][CH2:10][CH2:11][CH3:12])(C)(C)C.Cl. Given the product [NH2:7][C@@H:8]([CH2:9][CH2:10][CH2:11][CH3:12])[CH:13]([C:14]1([C:20]2[CH:25]=[CH:24][CH:23]=[CH:22][CH:21]=2)[S:15][CH2:16][CH2:17][CH2:18][S:19]1)[OH:26], predict the reactants needed to synthesize it. (4) The reactants are: [O:1]1[CH2:6][CH2:5][CH:4]([O:7][C:8]2[CH:9]=[C:10](/[CH:14]=[CH:15]/[C@H:16]3[CH2:20][CH2:19][N:18](C(OC(C)(C)C)=O)[CH2:17]3)[CH:11]=[N:12][CH:13]=2)[CH2:3][CH2:2]1. Given the product [NH:18]1[CH2:19][CH2:20][C@H:16](/[CH:15]=[CH:14]/[C:10]2[CH:11]=[N:12][CH:13]=[C:8]([O:7][CH:4]3[CH2:5][CH2:6][O:1][CH2:2][CH2:3]3)[CH:9]=2)[CH2:17]1, predict the reactants needed to synthesize it. (5) Given the product [CH3:20][O:19][CH2:18][CH2:17][C:4]1([C:9]([O:11][C:12]([CH3:15])([CH3:14])[CH3:13])=[O:10])[S:5][CH2:6][CH2:7][CH2:8][S:3]1, predict the reactants needed to synthesize it. The reactants are: [H-].[Na+].[S:3]1[CH2:8][CH2:7][CH2:6][S:5][CH:4]1[C:9]([O:11][C:12]([CH3:15])([CH3:14])[CH3:13])=[O:10].Br[CH2:17][CH2:18][O:19][CH3:20].[Cl-].[NH4+]. (6) Given the product [CH2:18]([N:17]1[C:8]2[C:7]3[C:6](=[CH:5][NH:4][C:12]=3[CH:11]=[C:10]([C:13]([O:15][CH3:16])=[O:14])[CH:9]=2)[CH:24]=[CH:23][S:20]1(=[O:21])=[O:22])[CH3:19], predict the reactants needed to synthesize it. The reactants are: C([N:4]1[C:12]2[C:7](=[C:8]([N:17]([S:20]([CH:23]=[CH2:24])(=[O:22])=[O:21])[CH2:18][CH3:19])[CH:9]=[C:10]([C:13]([O:15][CH3:16])=[O:14])[CH:11]=2)[C:6](Br)=[CH:5]1)(=O)C.C1(C)C=CC=CC=1P(C1C=CC=CC=1C)C1C=CC=CC=1C.C(N(CC)CC)C. (7) The reactants are: [NH2:1][C:2]1[N:7]=[C:6]([CH3:8])[C:5]([CH2:9][NH:10]C(=O)OC(C)(C)C)=[CH:4][C:3]=1[C:18]#[N:19].[ClH:20]. Given the product [ClH:20].[NH2:1][C:2]1[N:7]=[C:6]([CH3:8])[C:5]([CH2:9][NH2:10])=[CH:4][C:3]=1[C:18]#[N:19], predict the reactants needed to synthesize it.